From a dataset of Forward reaction prediction with 1.9M reactions from USPTO patents (1976-2016). Predict the product of the given reaction. (1) Given the reactants [N:1]1[CH:6]=[CH:5][C:4]([C:7]2[N:8]=[C:9](O)[C:10]3[CH:16]=[CH:15][CH:14]=[N:13][C:11]=3[N:12]=2)=[CH:3][CH:2]=1.C(C1C=C(C(C)C)C=C(C(C)C)C=1S([Cl:36])(=O)=O)(C)C.CC[N:39]([CH2:42]C)CC.[C:44]([O:48][C:49](=[O:61])[NH:50][C@@H:51]([CH2:54][C:55]1[CH:60]=[CH:59][CH:58]=[CH:57][CH:56]=1)CN)([CH3:47])([CH3:46])[CH3:45], predict the reaction product. The product is: [C:44]([O:48][C:49](=[O:61])[NH:50][C@@H:51]([CH2:54][C:55]1[CH:56]=[CH:57][CH:58]=[CH:59][CH:60]=1)[CH2:14][NH:13][C:11]1[C:10]2[CH:16]=[CH:15][N:39]=[C:42]([Cl:36])[C:9]=2[N:8]=[C:7]([C:4]2[CH:3]=[CH:2][N:1]=[CH:6][CH:5]=2)[N:12]=1)([CH3:45])([CH3:46])[CH3:47]. (2) Given the reactants [CH3:1][O:2][C:3]1[CH:8]=[CH:7][N:6]=[C:5]([CH2:9][CH2:10][C:11]2[NH:20][C:14]3=[N:15][CH:16]=[C:17](I)[CH:18]=[C:13]3[N:12]=2)[CH:4]=1.[NH:21]1[C:29]2[C:24](=[CH:25][C:26](B(O)O)=[CH:27][CH:28]=2)[CH:23]=[CH:22]1.C(=O)([O-])[O-].[K+].[K+].[Cl-].[Li+], predict the reaction product. The product is: [NH:21]1[C:29]2[C:24](=[CH:25][C:26]([C:17]3[CH:18]=[C:13]4[N:12]=[C:11]([CH2:10][CH2:9][C:5]5[CH:4]=[C:3]([O:2][CH3:1])[CH:8]=[CH:7][N:6]=5)[NH:20][C:14]4=[N:15][CH:16]=3)=[CH:27][CH:28]=2)[CH:23]=[CH:22]1. (3) Given the reactants FCC(F)(F)C(F)(F)O.[C:10]([CH:17]([O:19][CH2:20][C:21]([C:24]([F:27])([F:26])[F:25])([F:23])[F:22])[OH:18])([C:13]([F:16])([F:15])[F:14])([F:12])[F:11].C(=O)([O-])[O-].[K+].[K+].[F:34][C:35]([F:42])([F:41])[C:36]([F:40])=[C:37]([F:39])[F:38].C(C(COC(C(C(F)(F)F)F)(F)F)(F)F)(F)(F)F, predict the reaction product. The product is: [C:10]([CH:17]([O:18][C:37]([CH:36]([C:35]([F:42])([F:41])[F:34])[F:40])([F:39])[F:38])[O:19][CH2:20][C:21]([C:24]([F:25])([F:26])[F:27])([F:22])[F:23])([C:13]([F:16])([F:15])[F:14])([F:12])[F:11]. (4) Given the reactants [CH3:1][NH:2][C:3]([C:5]1[NH:6][C:7]([C:10]([C:12]2[C:13](Cl)=[N:14][CH:15]=[CH:16][CH:17]=2)=O)=[CH:8][CH:9]=1)=[O:4].O.[NH2:20][NH2:21], predict the reaction product. The product is: [CH3:1][NH:2][C:3]([C:5]1[NH:6][C:7]([C:10]2[C:12]3[C:13](=[N:14][CH:15]=[CH:16][CH:17]=3)[NH:21][N:20]=2)=[CH:8][CH:9]=1)=[O:4].